Dataset: Reaction yield outcomes from USPTO patents with 853,638 reactions. Task: Predict the reaction yield, written as a fraction of the theoretical maximum amount of product (1.0 means a 100% yield; for example, 0.34 means a 34% yield). (1) The reactants are [I:1][C:2]1[CH:3]=[N:4][N:5]([CH3:9])[C:6]=1[C:7]#[N:8].[N-:10]=[N+:11]=[N-:12].[Na+].[Cl-].[NH4+].N([O-])=O.[Na+].OS(O)(=O)=O. The catalyst is O.CN(C=O)C. The product is [I:1][C:2]1[CH:3]=[N:4][N:5]([CH3:9])[C:6]=1[C:7]1[N:10]=[N:11][NH:12][N:8]=1. The yield is 0.900. (2) No catalyst specified. The product is [CH3:15][C:14]1[C:3]2[C:2](=[O:25])[C:11]3[C:6](=[CH:7][CH:8]=[CH:9][CH:10]=3)[NH:5][C:4]=2[N:12]([C:16]2[CH:21]=[CH:20][CH:19]=[CH:18][N:17]=2)[N:13]=1. The reactants are Cl[C:2]1[C:11]2[C:6](=[CH:7][CH:8]=[CH:9][CH:10]=2)[N:5]=[C:4]2[N:12]([C:16]3[CH:21]=[CH:20][CH:19]=[CH:18][N:17]=3)[N:13]=[C:14]([CH3:15])[C:3]=12.Cl.C([OH:25])C. The yield is 0.790.